Task: Predict the reactants needed to synthesize the given product.. Dataset: Full USPTO retrosynthesis dataset with 1.9M reactions from patents (1976-2016) (1) Given the product [CH:5]([C:4]1[CH:7]=[CH:8][C:9]([O:11][S:19]([C:22]([F:25])([F:24])[F:23])(=[O:21])=[O:20])=[CH:10][C:3]=1[O:2][CH3:1])=[O:6], predict the reactants needed to synthesize it. The reactants are: [CH3:1][O:2][C:3]1[CH:10]=[C:9]([OH:11])[CH:8]=[CH:7][C:4]=1[CH:5]=[O:6].C1C=CC(N([S:19]([C:22]([F:25])([F:24])[F:23])(=[O:21])=[O:20])[S:19]([C:22]([F:25])([F:24])[F:23])(=[O:21])=[O:20])=CC=1.C(=O)([O-])[O-].[K+].[K+]. (2) The reactants are: [CH3:1][S:2](Cl)(=[O:4])=[O:3].Cl.[F:7][C:8]1[CH:9]=[C:10]([C@H:14]([C@H:16]2[O:21][CH2:20][CH2:19][N:18]([CH2:22][C:23]3[CH:28]=[CH:27][CH:26]=[CH:25][CH:24]=3)[CH2:17]2)[OH:15])[CH:11]=[CH:12][CH:13]=1.Cl.[F:30][C:31]1[CH:32]=[C:33]([C@@H:37]([C@@H:39]2[O:44][CH2:43][CH2:42][N:41]([CH2:45][C:46]3[CH:51]=[CH:50][CH:49]=[CH:48][CH:47]=3)[CH2:40]2)[OH:38])[CH:34]=[CH:35][CH:36]=1.C(N(CC)CC)C. Given the product [CH3:1][S:2]([O:15][C@H:14]([C:10]1[CH:11]=[CH:12][CH:13]=[C:8]([F:7])[CH:9]=1)[C@H:16]1[O:21][CH2:20][CH2:19][N:18]([CH2:22][C:23]2[CH:28]=[CH:27][CH:26]=[CH:25][CH:24]=2)[CH2:17]1)(=[O:4])=[O:3].[CH3:1][S:2]([O:38][C@@H:37]([C:33]1[CH:34]=[CH:35][CH:36]=[C:31]([F:30])[CH:32]=1)[C@@H:39]1[O:44][CH2:43][CH2:42][N:41]([CH2:45][C:46]2[CH:51]=[CH:50][CH:49]=[CH:48][CH:47]=2)[CH2:40]1)(=[O:4])=[O:3], predict the reactants needed to synthesize it. (3) Given the product [CH3:1][O:2][C:3]1[C:4]([NH:9][C:10]([C:12]2[CH:13]=[C:14]([S:18]([N:21]3[CH2:26][CH2:25][CH2:24][CH:23]([C:27]([NH:31][CH3:30])=[O:28])[CH2:22]3)(=[O:19])=[O:20])[CH:15]=[CH:16][CH:17]=2)=[O:11])=[N:5][CH:6]=[CH:7][CH:8]=1, predict the reactants needed to synthesize it. The reactants are: [CH3:1][O:2][C:3]1[C:4]([NH:9][C:10]([C:12]2[CH:13]=[C:14]([S:18]([N:21]3[CH2:26][CH2:25][CH2:24][CH:23]([C:27](O)=[O:28])[CH2:22]3)(=[O:20])=[O:19])[CH:15]=[CH:16][CH:17]=2)=[O:11])=[N:5][CH:6]=[CH:7][CH:8]=1.[CH3:30][NH2:31]. (4) Given the product [C:23]([C:25]1[CH:26]=[C:27]([C:28]2[O:1][N:2]=[C:3]([C:5]3[CH:13]=[CH:12][C:11]4[NH:10][C:9]5[CH:14]([CH2:17][C:18]([O:20][CH2:21][CH3:22])=[O:19])[CH2:15][CH2:16][C:8]=5[C:7]=4[CH:6]=3)[N:4]=2)[CH:31]=[CH:32][C:33]=1[O:34][CH3:35])#[N:24], predict the reactants needed to synthesize it. The reactants are: [OH:1][NH:2][C:3]([C:5]1[CH:13]=[CH:12][C:11]2[NH:10][C:9]3[CH:14]([CH2:17][C:18]([O:20][CH2:21][CH3:22])=[O:19])[CH2:15][CH2:16][C:8]=3[C:7]=2[CH:6]=1)=[NH:4].[C:23]([C:25]1[CH:26]=[C:27]([CH:31]=[CH:32][C:33]=1[O:34][CH3:35])[C:28](O)=O)#[N:24].CCCP(O)(O)=O. (5) Given the product [Br:10][C:8]1[CH:7]=[C:4]2[C:3](=[C:2]([Br:1])[CH:9]=1)[O:11][C:12](=[O:14])[CH:13]=[CH:5]2, predict the reactants needed to synthesize it. The reactants are: [Br:1][C:2]1[CH:9]=[C:8]([Br:10])[CH:7]=[C:4]([CH:5]=O)[C:3]=1[OH:11].[C:12](OC(=O)C)(=[O:14])[CH3:13].C(N(CC)CC)C.